Dataset: Full USPTO retrosynthesis dataset with 1.9M reactions from patents (1976-2016). Task: Predict the reactants needed to synthesize the given product. (1) Given the product [CH2:1]([O:8][N:9]1[C:14]2[N:15]=[CH:16][N:17]=[C:18]([CH2:19][CH3:20])[C:13]=2[C:12]([OH:21])=[CH:11][C:10]1=[O:27])[C:2]1[CH:3]=[CH:4][CH:5]=[CH:6][CH:7]=1, predict the reactants needed to synthesize it. The reactants are: [CH2:1]([O:8][N:9]1[C:14]2[N:15]=[CH:16][N:17]=[C:18]([CH2:19][CH3:20])[C:13]=2[C:12]([OH:21])=[C:11](C(OCC)=O)[C:10]1=[O:27])[C:2]1[CH:7]=[CH:6][CH:5]=[CH:4][CH:3]=1.Cl.O1CCOCC1.C(OCC)(=O)C. (2) Given the product [F:19][C:20]1[CH:21]=[C:22]([CH:25]=[CH:26][C:27]=1[F:28])[CH2:23][O:12][C:3]1[CH:4]=[CH:5][C:6]([CH:7]=[CH:8][C:9]([OH:11])=[O:10])=[CH:1][CH:2]=1, predict the reactants needed to synthesize it. The reactants are: [CH:1]1[C:6](/[CH:7]=[CH:8]/[C:9]([OH:11])=[O:10])=[CH:5][CH:4]=[C:3]([OH:12])[CH:2]=1.C(=O)([O-])[O-].[K+].[K+].[F:19][C:20]1[CH:21]=[C:22]([CH:25]=[CH:26][C:27]=1[F:28])[CH2:23]Br.[OH-].[Na+].Cl. (3) Given the product [CH3:21][O:22][C:23](=[O:32])[C:24]1[CH:29]=[CH:28][C:27]([CH2:30][O:17][C:12]2[CH:11]=[CH:10][C:9]([C:18](=[O:20])[CH3:19])=[C:8]([OH:7])[C:13]=2[CH2:14][CH2:15][CH3:16])=[CH:26][CH:25]=1, predict the reactants needed to synthesize it. The reactants are: C(=O)([O-])[O-].[K+].[K+].[OH:7][C:8]1[C:13]([CH2:14][CH2:15][CH3:16])=[C:12]([OH:17])[CH:11]=[CH:10][C:9]=1[C:18](=[O:20])[CH3:19].[CH3:21][O:22][C:23](=[O:32])[C:24]1[CH:29]=[CH:28][C:27]([CH2:30]Br)=[CH:26][CH:25]=1. (4) Given the product [O:1]1[C:2]2([CH2:3][CH2:4][CH:5]([C:8]([OH:10])=[O:9])[CH2:6][CH2:7]2)[O:14][CH2:15][CH2:16]1, predict the reactants needed to synthesize it. The reactants are: [O:1]=[C:2]1[CH2:7][CH2:6][CH:5]([C:8]([O:10]CC)=[O:9])[CH2:4][CH2:3]1.C(OCC)(OCC)[O:14][CH2:15][CH3:16].C1(C)C=CC(S(O)(=O)=O)=CC=1.C(O)CO.[OH-].[Na+]. (5) Given the product [F:1][C:2]1[CH:3]=[CH:4][C:5]([N:8]2[CH:12]=[C:11]([CH:13]=[O:14])[N:10]=[C:9]2[CH3:15])=[CH:6][CH:7]=1, predict the reactants needed to synthesize it. The reactants are: [F:1][C:2]1[CH:7]=[CH:6][C:5]([N:8]2[CH:12]=[C:11]([CH2:13][OH:14])[N:10]=[C:9]2[CH3:15])=[CH:4][CH:3]=1.